Predict the product of the given reaction. From a dataset of Forward reaction prediction with 1.9M reactions from USPTO patents (1976-2016). Given the reactants Cl[CH:2]([CH3:13])[CH2:3][CH2:4][C:5]([C:7]1[CH:12]=[CH:11][CH:10]=[CH:9][CH:8]=1)=[O:6].[CH3:14][CH:15]([CH3:31])[C:16]([NH:18][C:19]1[CH:24]=[CH:23][CH:22]=[C:21]([CH:25]2[CH2:30][CH2:29][NH:28][CH2:27][CH2:26]2)[CH:20]=1)=[O:17], predict the reaction product. The product is: [CH3:14][CH:15]([CH3:31])[C:16]([NH:18][C:19]1[CH:24]=[CH:23][CH:22]=[C:21]([CH:25]2[CH2:30][CH2:29][N:28]([CH:2]([CH3:13])[CH2:3][CH2:4][C:5](=[O:6])[C:7]3[CH:12]=[CH:11][CH:10]=[CH:9][CH:8]=3)[CH2:27][CH2:26]2)[CH:20]=1)=[O:17].